This data is from Full USPTO retrosynthesis dataset with 1.9M reactions from patents (1976-2016). The task is: Predict the reactants needed to synthesize the given product. Given the product [CH:44]1([C:47]([N:24]2[CH2:25][CH2:26][CH:21]([C:18]([C:13]3[N:14]([CH3:17])[C:15]4[C:11]([N:12]=3)=[C:10]([N:27]3[CH2:32][CH2:31][O:30][CH2:29][CH2:28]3)[N:9]=[C:8]([N:7]3[C:6]5[CH:33]=[CH:34][CH:35]=[CH:36][C:5]=5[N:4]=[C:3]3[CH2:1][CH3:2])[N:16]=4)([OH:20])[CH3:19])[CH2:22][CH2:23]2)=[O:48])[CH2:46][CH2:45]1, predict the reactants needed to synthesize it. The reactants are: [CH2:1]([C:3]1[N:7]([C:8]2[N:16]=[C:15]3[C:11]([N:12]=[C:13]([C:18]([CH:21]4[CH2:26][CH2:25][NH:24][CH2:23][CH2:22]4)([OH:20])[CH3:19])[N:14]3[CH3:17])=[C:10]([N:27]3[CH2:32][CH2:31][O:30][CH2:29][CH2:28]3)[N:9]=2)[C:6]2[CH:33]=[CH:34][CH:35]=[CH:36][C:5]=2[N:4]=1)[CH3:2].CCN(CC)CC.[CH:44]1([C:47](Cl)=[O:48])[CH2:46][CH2:45]1.